Task: Predict the product of the given reaction.. Dataset: Forward reaction prediction with 1.9M reactions from USPTO patents (1976-2016) (1) Given the reactants [C:1]([O:5][C:6](=[O:22])[CH2:7][N:8]=[C:9]([C:16]1[CH:21]=[CH:20][CH:19]=[CH:18][CH:17]=1)[C:10]1[CH:15]=[CH:14][CH:13]=[CH:12][CH:11]=1)([CH3:4])([CH3:3])[CH3:2].Br[CH2:24][CH2:25][CH:26]=[CH2:27].C1COCC1.C[Si]([N-][Si](C)(C)C)(C)C.[Na+], predict the reaction product. The product is: [C:16]1([C:9](=[N:8][CH:7]([CH2:27][CH2:26][CH:25]=[CH2:24])[C:6]([O:5][C:1]([CH3:4])([CH3:2])[CH3:3])=[O:22])[C:10]2[CH:11]=[CH:12][CH:13]=[CH:14][CH:15]=2)[CH:17]=[CH:18][CH:19]=[CH:20][CH:21]=1. (2) Given the reactants [Cl:1][CH2:2][CH2:3][CH2:4][CH2:5][CH2:6][CH2:7][OH:8].[O:9]1[CH:14]=[CH:13][CH2:12][CH2:11][CH2:10]1, predict the reaction product. The product is: [Cl:1][CH2:2][CH2:3][CH2:4][CH2:5][CH2:6][CH2:7][O:8][CH:10]1[CH2:11][CH2:12][CH2:13][CH2:14][O:9]1.